Predict the product of the given reaction. From a dataset of Forward reaction prediction with 1.9M reactions from USPTO patents (1976-2016). Given the reactants [CH:1]1([C:4]([NH:6][C:7]2[S:8][C:9]3[CH:15]=[C:14]([O:16][S:17]([C:20]4[CH:25]=[CH:24][C:23](F)=[CH:22][CH:21]=4)(=[O:19])=[O:18])[CH:13]=[CH:12][C:10]=3[N:11]=2)=[O:5])[CH2:3][CH2:2]1.[CH:27]([NH:30][CH2:31][CH2:32][NH2:33])([CH3:29])[CH3:28].[ClH:34], predict the reaction product. The product is: [ClH:34].[CH:1]1([C:4]([NH:6][C:7]2[S:8][C:9]3[CH:15]=[C:14]([O:16][S:17]([C:20]4[CH:25]=[CH:24][C:23]([NH:33][CH2:32][CH2:31][NH:30][CH:27]([CH3:29])[CH3:28])=[CH:22][CH:21]=4)(=[O:19])=[O:18])[CH:13]=[CH:12][C:10]=3[N:11]=2)=[O:5])[CH2:3][CH2:2]1.